This data is from Full USPTO retrosynthesis dataset with 1.9M reactions from patents (1976-2016). The task is: Predict the reactants needed to synthesize the given product. (1) Given the product [CH3:33][C:24]1[N:23]=[C:22]([O:21][C@@H:5]2[CH2:4][CH2:3][C@@H:2]([CH3:1])[N:7]([C:8]([C:10]3[CH:15]=[CH:14][CH:13]=[CH:12][C:11]=3[N:16]3[N:20]=[CH:19][CH:18]=[N:17]3)=[O:9])[CH2:6]2)[C:27]([C:28]([OH:31])([CH3:30])[CH3:29])=[CH:26][CH:25]=1, predict the reactants needed to synthesize it. The reactants are: [CH3:1][C@H:2]1[N:7]([C:8]([C:10]2[CH:15]=[CH:14][CH:13]=[CH:12][C:11]=2[N:16]2[N:20]=[CH:19][CH:18]=[N:17]2)=[O:9])[CH2:6][C@H:5]([O:21][C:22]2[C:27]([C:28]([OH:31])([CH3:30])[CH3:29])=[CH:26][CH:25]=[CH:24][N:23]=2)[CH2:4][CH2:3]1.F[C:33]1C(C(O)(C)C)=CC=CN=1. (2) Given the product [CH2:11]([N:10]1[C:8](=[O:9])[C:7]2[C:6](=[CH:16][CH:15]=[C:14]([N+:17]([O-:19])=[O:18])[CH:13]=2)[N:5]([CH2:4][CH2:3][C:1]#[N:2])[C:21]1=[O:23])[CH3:12], predict the reactants needed to synthesize it. The reactants are: [C:1]([CH2:3][CH2:4][NH:5][C:6]1[CH:16]=[CH:15][C:14]([N+:17]([O-:19])=[O:18])=[CH:13][C:7]=1[C:8]([NH:10][CH2:11][CH3:12])=[O:9])#[N:2].Cl[C:21](Cl)([O:23]C(=O)OC(Cl)(Cl)Cl)Cl. (3) Given the product [C:12]([N:8]1[CH2:7][C:6]2[CH:5]=[C:4]([C:16]3[CH:21]=[CH:20][C:19]([F:22])=[CH:18][CH:17]=3)[CH:3]=[C:2]([C:28]3[CH:27]=[N:26][C:25]([C:24]([F:35])([F:34])[F:23])=[CH:30][CH:29]=3)[C:11]=2[O:10][CH2:9]1)([CH3:15])([CH3:14])[CH3:13], predict the reactants needed to synthesize it. The reactants are: Br[C:2]1[C:11]2[O:10][CH2:9][N:8]([C:12]([CH3:15])([CH3:14])[CH3:13])[CH2:7][C:6]=2[CH:5]=[C:4]([C:16]2[CH:21]=[CH:20][C:19]([F:22])=[CH:18][CH:17]=2)[CH:3]=1.[F:23][C:24]([F:35])([F:34])[C:25]1[CH:30]=[CH:29][C:28](B(O)O)=[CH:27][N:26]=1.C(=O)([O-])[O-].[K+].[K+]. (4) The reactants are: C([O-])([O-])=O.[K+].[K+].I[CH2:8][CH3:9].[CH3:10][O:11][C:12](=[O:24])[C:13]1[CH:22]=[C:21]([OH:23])[CH:20]=[C:15]([C:16]([O:18][CH3:19])=[O:17])[CH:14]=1. Given the product [CH3:19][O:18][C:16](=[O:17])[C:15]1[CH:20]=[C:21]([O:23][CH2:8][CH3:9])[CH:22]=[C:13]([C:12]([O:11][CH3:10])=[O:24])[CH:14]=1, predict the reactants needed to synthesize it. (5) Given the product [CH3:16][O:17][C:18]([C:20]1[CH:21]=[CH:22][CH:23]=[C:24]2[C:28]=1[N:27]([C:9]([O:11][C:12]([CH3:13])([CH3:14])[CH3:15])=[O:10])[CH:26]=[CH:25]2)=[O:19], predict the reactants needed to synthesize it. The reactants are: [C:12]([O:11][C:9](O[C:9]([O:11][C:12]([CH3:15])([CH3:14])[CH3:13])=[O:10])=[O:10])([CH3:15])([CH3:14])[CH3:13].[CH3:16][O:17][C:18]([C:20]1[CH:21]=[CH:22][CH:23]=[C:24]2[C:28]=1[NH:27][CH:26]=[CH:25]2)=[O:19]. (6) Given the product [Br:15][C:7]1[CH:8]=[C:9]2[C:13](=[C:5]([CH2:3][OH:2])[CH:6]=1)[N:12]([CH3:14])[CH:11]=[CH:10]2, predict the reactants needed to synthesize it. The reactants are: C[O:2][C:3]([C:5]1[CH:6]=[C:7]([Br:15])[CH:8]=[C:9]2[C:13]=1[N:12]([CH3:14])[CH:11]=[CH:10]2)=O.[H-].[H-].[H-].[H-].[Li+].[Al+3].C([O-])(O)=O.[Na+]. (7) The reactants are: [NH2:1][C:2]1[CH:3]=[CH:4][C:5]([N:9]2[CH2:14][CH2:13][CH2:12][C@@H:11]([C:15]([N:17]3[CH2:21][CH2:20][CH2:19][CH2:18]3)=[O:16])[CH2:10]2)=[N:6][C:7]=1[NH2:8].[N:22]1[N:23]([C:27]2([C:30](=N)OCC)[CH2:29][CH2:28]2)[N:24]=[CH:25][CH:26]=1.C(N(CC)CC)C.C(O)(=O)C. Given the product [N:22]1[N:23]([C:27]2([C:30]3[NH:8][C:7]4=[N:6][C:5]([N:9]5[CH2:14][CH2:13][CH2:12][C@@H:11]([C:15]([N:17]6[CH2:21][CH2:20][CH2:19][CH2:18]6)=[O:16])[CH2:10]5)=[CH:4][CH:3]=[C:2]4[N:1]=3)[CH2:29][CH2:28]2)[N:24]=[CH:25][CH:26]=1, predict the reactants needed to synthesize it.